Dataset: Forward reaction prediction with 1.9M reactions from USPTO patents (1976-2016). Task: Predict the product of the given reaction. The product is: [CH2:10]([O:9][C:7]([CH:2]1[NH:1][CH2:6][CH2:5][N:4]([C:12]([O:14][C:15]([CH3:18])([CH3:17])[CH3:16])=[O:13])[CH2:3]1)=[O:8])[CH3:11]. Given the reactants [NH:1]1[CH2:6][CH2:5][NH:4][CH2:3][CH:2]1[C:7]([O:9][CH2:10][CH3:11])=[O:8].[C:12](O[C:12]([O:14][C:15]([CH3:18])([CH3:17])[CH3:16])=[O:13])([O:14][C:15]([CH3:18])([CH3:17])[CH3:16])=[O:13], predict the reaction product.